The task is: Predict which catalyst facilitates the given reaction.. This data is from Catalyst prediction with 721,799 reactions and 888 catalyst types from USPTO. (1) Reactant: Cl[C:2]1[N:7]=[C:6]([N:8]2[CH2:13][CH2:12][O:11][CH2:10][CH2:9]2)[CH:5]=[C:4]([Cl:14])[N:3]=1.CCN(C(C)C)C(C)C.[NH2:24][CH2:25][CH2:26][C:27]1[CH:28]=[N:29][CH:30]=[CH:31][CH:32]=1. Product: [Cl:14][C:4]1[CH:5]=[C:6]([N:8]2[CH2:13][CH2:12][O:11][CH2:10][CH2:9]2)[N:7]=[C:2]([NH:24][CH2:25][CH2:26][C:27]2[CH:28]=[N:29][CH:30]=[CH:31][CH:32]=2)[N:3]=1. The catalyst class is: 12. (2) Reactant: [CH2:1]([O:3][C:4]([C:6]1[C:14]2[CH2:13][CH2:12][NH:11][C:10](=[O:15])[C:9]=2[N:8]([C:16]2[CH:21]=[CH:20][C:19]([O:22][CH3:23])=[CH:18][CH:17]=2)[N:7]=1)=[O:5])[CH3:2].C(=O)([O-])[O-].[K+].[K+].N1[C:43]2[C:34](=[CH:35][CH:36]=[C:37]3[C:42]=2N=[CH:40][CH:39]=[CH:38]3)C=CC=1.[N:44]#N.[CH3:46][CH2:47][O:48][C:49](C)=O. Product: [CH2:1]([O:3][C:4]([C:6]1[C:14]2[CH2:13][CH2:12][N:11]([C:34]3[CH:35]=[CH:36][C:37]([C:38]4([C:49]5[O:48][CH2:47][CH2:46][N:44]=5)[CH2:39][CH2:40]4)=[CH:42][CH:43]=3)[C:10](=[O:15])[C:9]=2[N:8]([C:16]2[CH:17]=[CH:18][C:19]([O:22][CH3:23])=[CH:20][CH:21]=2)[N:7]=1)=[O:5])[CH3:2]. The catalyst class is: 846. (3) Reactant: Br[CH2:2][CH2:3][N:4]1[C:12]2[N:11]=[C:10]([O:13][C:14]3[CH:19]=[CH:18][CH:17]=[C:16]([O:20][C:21]([F:24])([F:23])[F:22])[CH:15]=3)[N:9]([CH2:25][C:26]3[CH:31]=[CH:30][C:29]([Cl:32])=[CH:28][CH:27]=3)[C:8]=2[C:7](=[O:33])[N:6]([CH3:34])[C:5]1=[O:35].Cl.[CH3:37][NH:38][CH3:39].C(=O)([O-])[O-].[K+].[K+]. Product: [Cl:32][C:29]1[CH:30]=[CH:31][C:26]([CH2:25][N:9]2[C:8]3[C:7](=[O:33])[N:6]([CH3:34])[C:5](=[O:35])[N:4]([CH2:3][CH2:2][N:38]([CH3:39])[CH3:37])[C:12]=3[N:11]=[C:10]2[O:13][C:14]2[CH:19]=[CH:18][CH:17]=[C:16]([O:20][C:21]([F:24])([F:23])[F:22])[CH:15]=2)=[CH:27][CH:28]=1. The catalyst class is: 248.